Dataset: NCI-60 drug combinations with 297,098 pairs across 59 cell lines. Task: Regression. Given two drug SMILES strings and cell line genomic features, predict the synergy score measuring deviation from expected non-interaction effect. (1) Drug 1: C1C(C(OC1N2C=C(C(=O)NC2=O)F)CO)O. Synergy scores: CSS=73.2, Synergy_ZIP=2.43, Synergy_Bliss=2.38, Synergy_Loewe=-0.362, Synergy_HSA=0.695. Drug 2: CC=C1C(=O)NC(C(=O)OC2CC(=O)NC(C(=O)NC(CSSCCC=C2)C(=O)N1)C(C)C)C(C)C. Cell line: COLO 205. (2) Drug 1: CC1C(C(CC(O1)OC2CC(CC3=C2C(=C4C(=C3O)C(=O)C5=C(C4=O)C(=CC=C5)OC)O)(C(=O)CO)O)N)O.Cl. Drug 2: COCCOC1=C(C=C2C(=C1)C(=NC=N2)NC3=CC=CC(=C3)C#C)OCCOC.Cl. Cell line: OVCAR3. Synergy scores: CSS=13.8, Synergy_ZIP=3.14, Synergy_Bliss=5.46, Synergy_Loewe=5.61, Synergy_HSA=5.21. (3) Drug 1: CC1=C(C(=CC=C1)Cl)NC(=O)C2=CN=C(S2)NC3=CC(=NC(=N3)C)N4CCN(CC4)CCO. Drug 2: C1CC(=O)NC(=O)C1N2C(=O)C3=CC=CC=C3C2=O. Cell line: HS 578T. Synergy scores: CSS=12.2, Synergy_ZIP=0.612, Synergy_Bliss=5.03, Synergy_Loewe=-22.7, Synergy_HSA=4.89. (4) Drug 1: CCC1(C2=C(COC1=O)C(=O)N3CC4=CC5=C(C=CC(=C5CN(C)C)O)N=C4C3=C2)O.Cl. Drug 2: C1CCC(C(C1)N)N.C(=O)(C(=O)[O-])[O-].[Pt+4]. Cell line: OVCAR-5. Synergy scores: CSS=36.3, Synergy_ZIP=-4.07, Synergy_Bliss=-3.21, Synergy_Loewe=0.432, Synergy_HSA=2.30. (5) Drug 1: C1CC(=O)NC(=O)C1N2CC3=C(C2=O)C=CC=C3N. Drug 2: CCN(CC)CCCC(C)NC1=C2C=C(C=CC2=NC3=C1C=CC(=C3)Cl)OC. Cell line: SK-MEL-28. Synergy scores: CSS=20.6, Synergy_ZIP=1.27, Synergy_Bliss=7.60, Synergy_Loewe=4.73, Synergy_HSA=8.02. (6) Drug 1: C1C(C(OC1N2C=NC3=C(N=C(N=C32)Cl)N)CO)O. Drug 2: CCCCCOC(=O)NC1=NC(=O)N(C=C1F)C2C(C(C(O2)C)O)O. Cell line: HCT116. Synergy scores: CSS=15.6, Synergy_ZIP=0.293, Synergy_Bliss=-0.886, Synergy_Loewe=-49.9, Synergy_HSA=-1.47. (7) Drug 1: C1=CC(=CC=C1CCC2=CNC3=C2C(=O)NC(=N3)N)C(=O)NC(CCC(=O)O)C(=O)O. Drug 2: CC1=CC=C(C=C1)C2=CC(=NN2C3=CC=C(C=C3)S(=O)(=O)N)C(F)(F)F. Cell line: OVCAR-4. Synergy scores: CSS=14.5, Synergy_ZIP=-4.18, Synergy_Bliss=-8.07, Synergy_Loewe=-16.7, Synergy_HSA=-6.67. (8) Drug 1: C1=CN(C(=O)N=C1N)C2C(C(C(O2)CO)O)O.Cl. Drug 2: CCC1(CC2CC(C3=C(CCN(C2)C1)C4=CC=CC=C4N3)(C5=C(C=C6C(=C5)C78CCN9C7C(C=CC9)(C(C(C8N6C=O)(C(=O)OC)O)OC(=O)C)CC)OC)C(=O)OC)O.OS(=O)(=O)O. Cell line: NCI-H460. Synergy scores: CSS=55.3, Synergy_ZIP=-2.62, Synergy_Bliss=-4.94, Synergy_Loewe=-13.3, Synergy_HSA=-4.87. (9) Drug 1: C1CCN(CC1)CCOC2=CC=C(C=C2)C(=O)C3=C(SC4=C3C=CC(=C4)O)C5=CC=C(C=C5)O. Drug 2: CC1OCC2C(O1)C(C(C(O2)OC3C4COC(=O)C4C(C5=CC6=C(C=C35)OCO6)C7=CC(=C(C(=C7)OC)O)OC)O)O. Cell line: RPMI-8226. Synergy scores: CSS=48.7, Synergy_ZIP=1.59, Synergy_Bliss=1.30, Synergy_Loewe=-10.7, Synergy_HSA=-0.675.